Dataset: Forward reaction prediction with 1.9M reactions from USPTO patents (1976-2016). Task: Predict the product of the given reaction. (1) Given the reactants [N+:1]([C:4]1[C:9]2[NH:10][C:11]([NH2:13])=[N:12][C:8]=2[CH:7]=[CH:6][CH:5]=1)([O-])=O.[CH:14]1[C:23]2[C:18](=[CH:19][CH:20]=[CH:21][CH:22]=2)[CH:17]=[C:16]([C:24](O)=[O:25])[N:15]=1.CN(C(ON1N=NC2C=CC=CC1=2)=[N+](C)C)C.F[P-](F)(F)(F)(F)F, predict the reaction product. The product is: [NH2:1][C:4]1[C:9]2[NH:10][C:11]([NH:13][C:24]([C:16]3[N:15]=[CH:14][C:23]4[C:18]([CH:17]=3)=[CH:19][CH:20]=[CH:21][CH:22]=4)=[O:25])=[N:12][C:8]=2[CH:7]=[CH:6][CH:5]=1. (2) The product is: [CH3:18][N:19]([CH3:24])[S:20]([N:7]1[C:8]2=[N:9][CH:10]=[CH:11][CH:12]=[C:13]2[C:5]([C:3](=[O:4])[C:2]([F:1])([F:14])[F:15])=[CH:6]1)(=[O:22])=[O:21]. Given the reactants [F:1][C:2]([F:15])([F:14])[C:3]([C:5]1[C:13]2[C:8](=[N:9][CH:10]=[CH:11][CH:12]=2)[NH:7][CH:6]=1)=[O:4].[H-].[Na+].[CH3:18][N:19]([CH3:24])[S:20](Cl)(=[O:22])=[O:21], predict the reaction product. (3) Given the reactants [CH3:1][C:2]1[CH:7]=[C:6]([N+:8]([O-])=O)[CH:5]=[CH:4][C:3]=1[NH:11][C:12](=[O:19])[C:13]1[CH:18]=[CH:17][CH:16]=[CH:15][CH:14]=1.O.O.[Sn](Cl)Cl.C([O-])(O)=O.[Na+], predict the reaction product. The product is: [NH2:8][C:6]1[CH:5]=[CH:4][C:3]([NH:11][C:12](=[O:19])[C:13]2[CH:18]=[CH:17][CH:16]=[CH:15][CH:14]=2)=[C:2]([CH3:1])[CH:7]=1. (4) The product is: [CH3:1][O:2][C:3]1[CH:8]=[CH:7][C:6]([C:9](=[C:24]2[CH2:25][C:26]([CH3:29])([CH3:28])[CH2:27][C:22]([CH3:31])([CH3:21])[CH2:23]2)[C:11]2[CH:16]=[CH:15][C:14]([NH:17][C:18](=[O:20])[CH3:19])=[CH:13][CH:12]=2)=[CH:5][CH:4]=1. Given the reactants [CH3:1][O:2][C:3]1[CH:8]=[CH:7][C:6]([C:9]([C:11]2[CH:16]=[CH:15][C:14]([NH:17][C:18](=[O:20])[CH3:19])=[CH:13][CH:12]=2)=O)=[CH:5][CH:4]=1.[CH3:21][C:22]1([CH3:31])[CH2:27][C:26]([CH3:29])([CH3:28])[CH2:25][C:24](=O)[CH2:23]1.C([O-])([O-])=O.[K+].[K+], predict the reaction product. (5) Given the reactants [CH3:1][N:2]1[C:10]2[C:5](=[C:6]([N+:11]([O-])=O)[CH:7]=[CH:8][CH:9]=2)[CH2:4][CH2:3]1, predict the reaction product. The product is: [CH3:1][N:2]1[C:10]2[CH:9]=[CH:8][CH:7]=[C:6]([NH2:11])[C:5]=2[CH2:4][CH2:3]1. (6) Given the reactants [CH:1]1([C:6]([NH:8][CH:9]([CH2:15][SH:16])[C:10]([O:12][CH2:13][CH3:14])=[O:11])=O)[CH2:5][CH2:4][CH2:3][CH2:2]1, predict the reaction product. The product is: [CH:1]1([C:6]2[S:16][CH2:15][CH:9]([C:10]([O:12][CH2:13][CH3:14])=[O:11])[N:8]=2)[CH2:5][CH2:4][CH2:3][CH2:2]1. (7) Given the reactants Cl[C:2]1[C:3]2[C:4](=[CH:16][N:17](CC3C=CC(OC)=CC=3)[N:18]=2)[N:5]=[C:6]([C:8]2[CH:13]=[CH:12][CH:11]=[CH:10][C:9]=2[O:14][CH3:15])[N:7]=1.[CH3:28][O:29][C:30]1[CH:31]=[C:32]([CH:34]=[CH:35][C:36]=1[O:37][CH3:38])[NH2:33].Cl, predict the reaction product. The product is: [CH3:28][O:29][C:30]1[CH:31]=[C:32]([NH:33][C:2]2[C:3]3[NH:18][N:17]=[CH:16][C:4]=3[N:5]=[C:6]([C:8]3[CH:13]=[CH:12][CH:11]=[CH:10][C:9]=3[O:14][CH3:15])[N:7]=2)[CH:34]=[CH:35][C:36]=1[O:37][CH3:38].